This data is from Full USPTO retrosynthesis dataset with 1.9M reactions from patents (1976-2016). The task is: Predict the reactants needed to synthesize the given product. (1) The reactants are: [CH3:1][C:2]1[N:7]=[C:6]([SH:8])[N:5]=[C:4]([OH:9])[CH:3]=1.C(=O)([O-])[O-].[K+].[K+].Br[CH2:17][C:18]1[CH:19]=[N:20][CH:21]=[CH:22][C:23]=1[C:24]([F:27])([F:26])[F:25]. Given the product [CH3:1][C:2]1[N:7]=[C:6]([S:8][CH2:17][C:18]2[CH:19]=[N:20][CH:21]=[CH:22][C:23]=2[C:24]([F:27])([F:25])[F:26])[N:5]=[C:4]([OH:9])[CH:3]=1, predict the reactants needed to synthesize it. (2) Given the product [OH:29]/[N:28]=[C:16]1/[C@@H:15]2[C@@H:25]([C@:23]3([CH3:24])[CH:18]([CH2:17]/1)[CH2:19][C:20](=[O:50])[CH2:21][CH2:22]3)[CH2:26][CH2:27][C@@:4]1([CH3:5])[C@H:6]2[CH2:7][CH2:8][C:3]1=[O:12], predict the reactants needed to synthesize it. The reactants are: C1CO[C:8]23OCC[O:12][C:3]2([C@:4]2([CH2:27][CH2:26][C@H:25]4[C@@H:15](/[C:16](=[N:28]/[OH:29])/[CH2:17][CH:18]5[C@:23]4([CH3:24])[CH2:22][CH2:21][CH2:20][CH2:19]5)[C@@H:6]2[CH2:7]3)[CH3:5])O1.C([C@@H]1C2[C@](C)(CCC(=[O:50])C2)[C@@H]2[C@H]([C@H]3[C@@](CC2)(C)C(=O)CC3)C1)#N.